Dataset: Full USPTO retrosynthesis dataset with 1.9M reactions from patents (1976-2016). Task: Predict the reactants needed to synthesize the given product. (1) Given the product [Cl:33][C:6]1[CH:7]=[C:8]([CH:31]=[CH:32][C:5]=1[OH:4])[CH2:9][N:10]1[CH2:15][CH2:14][C:13]([CH2:22][CH2:23][O:24][C:25]2[CH:26]=[CH:27][CH:28]=[CH:29][CH:30]=2)([C:16]([O:18][CH:19]([CH3:20])[CH3:21])=[O:17])[CH2:12][CH2:11]1, predict the reactants needed to synthesize it. The reactants are: C([O:4][C:5]1[CH:32]=[CH:31][C:8]([CH2:9][N:10]2[CH2:15][CH2:14][C:13]([CH2:22][CH2:23][O:24][C:25]3[CH:30]=[CH:29][CH:28]=[CH:27][CH:26]=3)([C:16]([O:18][CH:19]([CH3:21])[CH3:20])=[O:17])[CH2:12][CH2:11]2)=[CH:7][C:6]=1[Cl:33])C=C.C([SiH](CC)CC)C.C(O)(=O)C. (2) Given the product [NH2:7][C:57](=[O:59])[CH2:56][C:51]1[CH:52]=[CH:53][CH:54]=[CH:55][C:50]=1[CH2:49][CH2:48][C:46]1[C:45]([C:60]([F:62])([F:61])[F:63])=[CH:44][N:43]=[C:42]([NH:41][C:38]2[CH:39]=[CH:40][C:35]([CH:33]3[CH2:32][N:31]([C:29]([O:28][C:24]([CH3:25])([CH3:26])[CH3:27])=[O:30])[CH2:34]3)=[CH:36][CH:37]=2)[N:47]=1, predict the reactants needed to synthesize it. The reactants are: C1C=CC2N(O)N=[N:7]C=2C=1.CCN=C=NCCCN(C)C.Cl.Cl.[C:24]([O:28][C:29]([N:31]1[CH2:34][CH:33]([C:35]2[CH:40]=[CH:39][C:38]([NH:41][C:42]3[N:47]=[C:46]([CH2:48][CH2:49][C:50]4[CH:55]=[CH:54][CH:53]=[CH:52][C:51]=4[CH2:56][C:57]([OH:59])=O)[C:45]([C:60]([F:63])([F:62])[F:61])=[CH:44][N:43]=3)=[CH:37][CH:36]=2)[CH2:32]1)=[O:30])([CH3:27])([CH3:26])[CH3:25].CCN(CC)CC.C(=O)([O-])[O-].[NH4+].[NH4+]. (3) Given the product [CH3:33][O:32][C:30]1[CH:29]=[C:26]([CH:25]=[C:24]([O:23][CH3:22])[CH:31]=1)[CH2:27][O:28][C:2]1[CH:7]=[CH:6][C:5]([S:8]([CH:11]2[CH2:21][CH2:20][CH2:19][C:12]32[NH:16][C:15](=[O:17])[NH:14][C:13]3=[O:18])(=[O:10])=[O:9])=[CH:4][CH:3]=1, predict the reactants needed to synthesize it. The reactants are: F[C:2]1[CH:7]=[CH:6][C:5]([S:8]([CH:11]2[CH2:21][CH2:20][CH2:19][C:12]32[NH:16][C:15](=[O:17])[NH:14][C:13]3=[O:18])(=[O:10])=[O:9])=[CH:4][CH:3]=1.[CH3:22][O:23][C:24]1[CH:25]=[C:26]([CH:29]=[C:30]([O:32][CH3:33])[CH:31]=1)[CH2:27][OH:28]. (4) Given the product [NH:18]([C:35]([O:37][CH2:38][C:39]1[CH:40]=[CH:41][CH:42]=[CH:43][CH:44]=1)=[O:36])[C@H:19]([C:25]([O:27][CH2:28][C:29]1[CH:30]=[CH:31][CH:32]=[CH:33][CH:34]=1)=[O:26])[CH2:20][CH2:21][C:22]([NH:1][C@H:2]([C:7]([O:9][CH2:10][C:11]1[CH:16]=[CH:15][CH:14]=[CH:13][CH:12]=1)=[O:8])[CH2:3][CH2:4][CH2:5][CH3:6])=[O:23], predict the reactants needed to synthesize it. The reactants are: [NH2:1][C@H:2]([C:7]([O:9][CH2:10][C:11]1[CH:16]=[CH:15][CH:14]=[CH:13][CH:12]=1)=[O:8])[CH2:3][CH2:4][CH2:5][CH3:6].Cl.[NH:18]([C:35]([O:37][CH2:38][C:39]1[CH:44]=[CH:43][CH:42]=[CH:41][CH:40]=1)=[O:36])[C@H:19]([C:25]([O:27][CH2:28][C:29]1[CH:34]=[CH:33][CH:32]=[CH:31][CH:30]=1)=[O:26])[CH2:20][CH2:21][C:22](=O)[OH:23].C(N(CC)CC)C.C1C=CC2N(O)N=NC=2C=1.O.CCN=C=NCCCN(C)C.Cl. (5) Given the product [CH:2]([C:3]1[CH:12]=[C:11]2[C:6]([C:7]([C:15]3[CH:20]=[CH:19][CH:18]=[CH:17][CH:16]=3)=[CH:8][C:9]([C:13]#[N:14])=[N:10]2)=[CH:5][CH:4]=1)=[O:22], predict the reactants needed to synthesize it. The reactants are: Br[CH:2](Br)[C:3]1[CH:12]=[C:11]2[C:6]([C:7]([C:15]3[CH:20]=[CH:19][CH:18]=[CH:17][CH:16]=3)=[CH:8][C:9]([C:13]#[N:14])=[N:10]2)=[CH:5][CH:4]=1.[O:22]1CCOCC1. (6) The reactants are: Cl.Cl.[CH3:3][CH:4]([N:6]1[CH2:12][CH2:11][CH2:10][NH:9][CH2:8][CH2:7]1)[CH3:5].C(N(C(C)C)CC)(C)C.[C:22]([O:26][C:27]([N:29]1[CH2:33][CH2:32][C@H:31]([C:34](O)=[O:35])[CH2:30]1)=[O:28])([CH3:25])([CH3:24])[CH3:23].C1C=CC2N(O)N=NC=2C=1. Given the product [CH3:3][CH:4]([N:6]1[CH2:12][CH2:11][CH2:10][N:9]([C:34]([C@H:31]2[CH2:32][CH2:33][N:29]([C:27]([O:26][C:22]([CH3:25])([CH3:24])[CH3:23])=[O:28])[CH2:30]2)=[O:35])[CH2:8][CH2:7]1)[CH3:5], predict the reactants needed to synthesize it. (7) Given the product [Cl:1][C:2]1[C:7]([O:8][CH3:9])=[CH:6][C:5]([O:10][CH3:11])=[CH:4][C:3]=1[C:12]1[C:23](=[O:24])[N:22]([CH2:30][CH2:31][N:32]2[CH2:37][CH2:36][CH:35]([NH:38][C:39](=[O:40])[O:41][C:42]([CH3:45])([CH3:44])[CH3:43])[CH2:34][CH2:33]2)[C:15]2[N:16]=[C:17]([S:20][CH3:21])[N:18]=[CH:19][C:14]=2[CH:13]=1, predict the reactants needed to synthesize it. The reactants are: [Cl:1][C:2]1[C:7]([O:8][CH3:9])=[CH:6][C:5]([O:10][CH3:11])=[CH:4][C:3]=1[C:12]1[C:23](=[O:24])[NH:22][C:15]2[N:16]=[C:17]([S:20][CH3:21])[N:18]=[CH:19][C:14]=2[CH:13]=1.CS(O[CH2:30][CH2:31][N:32]1[CH2:37][CH2:36][CH:35]([NH:38][C:39]([O:41][C:42]([CH3:45])([CH3:44])[CH3:43])=[O:40])[CH2:34][CH2:33]1)(=O)=O.C([O-])([O-])=O.[K+].[K+]. (8) Given the product [CH:26]1([C:2]2[C:3]([N:11]3[CH2:16][CH2:15][CH:14]([O:17][C:18](=[O:25])[C:19]4[CH:24]=[CH:23][CH:22]=[CH:21][CH:20]=4)[CH2:13][CH2:12]3)=[N:4][CH:5]=[C:6]([N+:8]([O-:10])=[O:9])[CH:7]=2)[CH2:28][CH2:27]1, predict the reactants needed to synthesize it. The reactants are: Cl[C:2]1[C:3]([N:11]2[CH2:16][CH2:15][CH:14]([O:17][C:18](=[O:25])[C:19]3[CH:24]=[CH:23][CH:22]=[CH:21][CH:20]=3)[CH2:13][CH2:12]2)=[N:4][CH:5]=[C:6]([N+:8]([O-:10])=[O:9])[CH:7]=1.[CH:26]1(B(O)O)[CH2:28][CH2:27]1.P([O-])([O-])([O-])=O.[K+].[K+].[K+].O. (9) Given the product [C:43]([Si:47]([CH3:49])([CH3:48])[O:16][C@H:14]1[CH2:13][C:12]([CH3:17])([CH3:18])[CH2:11][C:10]2[N:9]=[C:8]([CH:19]([O:21][CH3:22])[CH3:20])[C:7]([C:23]3[C:24]([C:31]([F:34])([F:32])[F:33])=[CH:25][CH:26]=[C:27]([CH:29]=[O:30])[CH:28]=3)=[C:6]([CH:1]3[CH2:2][CH2:3][CH2:4][CH2:5]3)[C:15]1=2)([CH3:46])([CH3:45])[CH3:44], predict the reactants needed to synthesize it. The reactants are: [CH:1]1([C:6]2[C:15]3[C@@H:14]([OH:16])[CH2:13][C:12]([CH3:18])([CH3:17])[CH2:11][C:10]=3[N:9]=[C:8]([CH:19]([O:21][CH3:22])[CH3:20])[C:7]=2[C:23]2[C:24]([C:31]([F:34])([F:33])[F:32])=[CH:25][CH:26]=[C:27]([CH:29]=[O:30])[CH:28]=2)[CH2:5][CH2:4][CH2:3][CH2:2]1.N1C(C)=CC=CC=1C.[C:43]([Si:47](OS(C(F)(F)F)(=O)=O)([CH3:49])[CH3:48])([CH3:46])([CH3:45])[CH3:44].